This data is from Forward reaction prediction with 1.9M reactions from USPTO patents (1976-2016). The task is: Predict the product of the given reaction. (1) Given the reactants [Li][CH2:2]CCC.[CH2:6]([O:18][C:19]1[CH:26]=[CH:25][C:22]([CH:23]=O)=[CH:21][CH:20]=1)[CH2:7][CH2:8][CH2:9][CH2:10][CH2:11][CH2:12][CH2:13][CH2:14][CH2:15][CH2:16][CH3:17].[Na+].[Cl-], predict the reaction product. The product is: [CH2:6]([O:18][C:19]1[CH:26]=[CH:25][C:22]([CH:23]=[CH2:2])=[CH:21][CH:20]=1)[CH2:7][CH2:8][CH2:9][CH2:10][CH2:11][CH2:12][CH2:13][CH2:14][CH2:15][CH2:16][CH3:17]. (2) Given the reactants [CH2:1]([NH:3][CH2:4][CH3:5])[CH3:2].[C:6]([O:10][C:11]([N:13]1[CH2:16][CH2:15][CH:14]1[C:17]([OH:19])=O)=[O:12])([CH3:9])([CH3:8])[CH3:7].CN(C(ON1N=NC2C=CC=NC1=2)=[N+](C)C)C.F[P-](F)(F)(F)(F)F.CCN(C(C)C)C(C)C, predict the reaction product. The product is: [CH2:1]([N:3]([CH2:4][CH3:5])[C:17]([CH:14]1[CH2:15][CH2:16][N:13]1[C:11]([O:10][C:6]([CH3:7])([CH3:8])[CH3:9])=[O:12])=[O:19])[CH3:2].